From a dataset of Full USPTO retrosynthesis dataset with 1.9M reactions from patents (1976-2016). Predict the reactants needed to synthesize the given product. Given the product [CH2:12]([CH:14]1[N:18]([C:2]2[CH:9]=[CH:8][C:5]([C:6]#[N:7])=[C:4]([O:10][CH3:11])[CH:3]=2)[C:17](=[O:19])[C:16]([CH3:21])([CH3:20])[C:15]1=[O:22])[CH3:13], predict the reactants needed to synthesize it. The reactants are: I[C:2]1[CH:9]=[CH:8][C:5]([C:6]#[N:7])=[C:4]([O:10][CH3:11])[CH:3]=1.[CH2:12]([CH:14]1[NH:18][C:17](=[O:19])[C:16]([CH3:21])([CH3:20])[C:15]1=[O:22])[CH3:13].C(=O)([O-])[O-].[Cs+].[Cs+].C1(P(C2C=CC=CC=2)C2C3OC4C(=CC=CC=4P(C4C=CC=CC=4)C4C=CC=CC=4)C(C)(C)C=3C=CC=2)C=CC=CC=1.